Dataset: Reaction yield outcomes from USPTO patents with 853,638 reactions. Task: Predict the reaction yield, written as a fraction of the theoretical maximum amount of product (1.0 means a 100% yield; for example, 0.34 means a 34% yield). (1) The reactants are CC1(C)C(C)(C)OB([C:9]2[CH:14]=[CH:13][C:12]([S:15](OC3C(F)=C(F)C(F)=C(F)C=3F)(=[O:17])=[O:16])=[CH:11][CH:10]=2)O1.CC([N:35]([CH2:39][CH2:40][NH2:41])[C:36](=[O:38])[O-:37])(C)C.Br[C:43]1[CH:48]=[CH:47][N:46]=[C:45]2[N:49]([S:54]([C:57]3[CH:62]=[CH:61][C:60]([CH3:63])=[CH:59][CH:58]=3)(=[O:56])=[O:55])[C:50]([CH2:52][OH:53])=[CH:51][C:44]=12.C(=O)([O-])[O-].[Na+].[Na+]. The catalyst is O1CCOCC1.O.C1C=CC(P(C2C=CC=CC=2)[C-]2C=CC=C2)=CC=1.C1C=CC(P(C2C=CC=CC=2)[C-]2C=CC=C2)=CC=1.Cl[Pd]Cl.[Fe+2].O. The product is [OH:53][CH2:52][C:50]1[N:49]([S:54]([C:57]2[CH:62]=[CH:61][C:60]([CH3:63])=[CH:59][CH:58]=2)(=[O:56])=[O:55])[C:45]2=[N:46][CH:47]=[CH:48][C:43]([C:9]3[CH:10]=[CH:11][C:12]([S:15]([NH:41][CH2:40][CH2:39][NH:35][C:36](=[O:38])[O:37][C:44]([CH3:51])([CH3:45])[CH3:43])(=[O:17])=[O:16])=[CH:13][CH:14]=3)=[C:44]2[CH:51]=1. The yield is 0.710. (2) The reactants are [Cl:1][C:2]1[CH:8]=[C:7]([O:9][C:10]2[C:19]3[C:14](=[CH:15][C:16]([O:22][CH3:23])=[C:17]([O:20][CH3:21])[CH:18]=3)[N:13]=[CH:12][N:11]=2)[CH:6]=[CH:5][C:3]=1[NH2:4].C1(C)C=CC=CC=1.C(N(CC)CC)C.Cl[C:39](Cl)([O:41]C(=O)OC(Cl)(Cl)Cl)Cl.[CH3:50][O:51][C:52]1[CH:53]=[C:54]([CH:58]=[CH:59][CH:60]=1)[CH:55]([OH:57])[CH3:56]. The catalyst is C(Cl)Cl. The product is [Cl:1][C:2]1[CH:8]=[C:7]([O:9][C:10]2[C:19]3[C:14](=[CH:15][C:16]([O:22][CH3:23])=[C:17]([O:20][CH3:21])[CH:18]=3)[N:13]=[CH:12][N:11]=2)[CH:6]=[CH:5][C:3]=1[NH:4][C:39](=[O:41])[O:57][CH:55]([C:54]1[CH:58]=[CH:59][CH:60]=[C:52]([O:51][CH3:50])[CH:53]=1)[CH3:56]. The yield is 0.550. (3) The reactants are N1C=CC=CC=1.[F:7]N1N=C(F)C=C(F)N1.[CH2:16]([NH:18][C:19]1[N:27]=[C:26]([Cl:28])[CH:25]=[CH:24][C:20]=1[C:21](O)=[O:22])[CH3:17]. The catalyst is ClCCl. The product is [CH2:16]([NH:18][C:19]1[N:27]=[C:26]([Cl:28])[CH:25]=[CH:24][C:20]=1[C:21]([F:7])=[O:22])[CH3:17]. The yield is 0.990. (4) The reactants are [NH:1]1[C@@H:6]2[CH2:7][CH2:8][CH2:9][C@@H:5]2[CH2:4][O:3][C:2]1=[O:10].F[C:12]1[CH:17]=[CH:16][C:15]([C:18]#[C:19][C:20]2[CH:25]=[CH:24][CH:23]=[C:22]([F:26])[CH:21]=2)=[CH:14][N:13]=1. No catalyst specified. The product is [F:26][C:22]1[CH:21]=[C:20]([C:19]#[C:18][C:15]2[CH:16]=[CH:17][C:12]([N:1]3[C@@H:6]4[CH2:7][CH2:8][CH2:9][C@@H:5]4[CH2:4][O:3][C:2]3=[O:10])=[N:13][CH:14]=2)[CH:25]=[CH:24][CH:23]=1. The yield is 0.310. (5) The reactants are [CH3:1][N:2]1[C:10]([CH2:11][CH2:12][CH2:13][C:14]([OH:16])=[O:15])=[N:9][C:8]2[CH:7]=[C:6]([N:17]([CH2:21][CH2:22][Cl:23])[CH2:18][CH2:19][Cl:20])[CH:5]=[CH:4][C:3]1=2.Cl.[CH2:25](O)[CH2:26][CH2:27][CH3:28].C1(N=C=NC2CCCCC2)CCCCC1. The catalyst is CN(C1C=CN=CC=1)C. The product is [CH2:25]([O:15][C:14](=[O:16])[CH2:13][CH2:12][CH2:11][C:10]1[N:2]([CH3:1])[C:3]2[CH:4]=[CH:5][C:6]([N:17]([CH2:18][CH2:19][Cl:20])[CH2:21][CH2:22][Cl:23])=[CH:7][C:8]=2[N:9]=1)[CH2:26][CH2:27][CH3:28]. The yield is 0.900. (6) The reactants are [Br:1]N1C(=O)CCC1=O.[CH3:9][O:10][C:11]([C:13]1[CH:21]=[C:20]2[C:16]([C:17]3[CH:25]=[C:24]([CH3:26])[CH:23]=[N:22][C:18]=3[NH:19]2)=[C:15]([C:27]2[CH:32]=[CH:31][CH:30]=[C:29]([S:33]([CH2:36][CH3:37])(=[O:35])=[O:34])[CH:28]=2)[CH:14]=1)=[O:12]. The catalyst is C(Cl)Cl. The product is [CH3:9][O:10][C:11]([C:13]1[CH:21]=[C:20]2[C:16]([C:17]3[CH:25]=[C:24]([CH3:26])[CH:23]=[N:22][C:18]=3[NH:19]2)=[C:15]([C:27]2[CH:32]=[CH:31][CH:30]=[C:29]([S:33]([CH2:36][CH3:37])(=[O:35])=[O:34])[CH:28]=2)[C:14]=1[Br:1])=[O:12]. The yield is 0.240.